Dataset: Full USPTO retrosynthesis dataset with 1.9M reactions from patents (1976-2016). Task: Predict the reactants needed to synthesize the given product. (1) Given the product [NH2:7][C:8]1([C:12]2[CH:13]=[CH:14][C:15]([C:18]3[C:27]([C:28]4[CH:29]=[CH:30][CH:31]=[CH:32][CH:33]=4)=[CH:26][C:25]4[C:24]5=[N:34][NH:35][C:36]([OH:37])=[C:23]5[CH2:22][CH2:21][C:20]=4[N:19]=3)=[CH:16][CH:17]=2)[CH2:11][CH2:10][CH2:9]1, predict the reactants needed to synthesize it. The reactants are: C(OC(=O)[NH:7][C:8]1([C:12]2[CH:17]=[CH:16][C:15]([C:18]3[C:27]([C:28]4[CH:33]=[CH:32][CH:31]=[CH:30][CH:29]=4)=[CH:26][C:25]4[C:24]5=[N:34][NH:35][C:36]([OH:37])=[C:23]5[CH2:22][CH2:21][C:20]=4[N:19]=3)=[CH:14][CH:13]=2)[CH2:11][CH2:10][CH2:9]1)(C)(C)C. (2) Given the product [C:19]([CH2:18][NH:17][C:15](=[O:16])[C@H:10]([CH2:11][CH:12]([CH3:14])[CH3:13])[NH:9][CH:8]([C:21]1[CH:26]=[CH:25][C:24]([S:27]([CH3:30])(=[O:29])=[O:28])=[CH:23][CH:22]=1)[C:5]1[CH:6]=[CH:7][C:2]([C:36]2[CH:37]=[CH:38][C:33]([S:32][CH3:31])=[CH:34][CH:35]=2)=[CH:3][CH:4]=1)#[N:20], predict the reactants needed to synthesize it. The reactants are: Br[C:2]1[CH:7]=[CH:6][C:5]([CH:8]([C:21]2[CH:26]=[CH:25][C:24]([S:27]([CH3:30])(=[O:29])=[O:28])=[CH:23][CH:22]=2)[NH:9][C@H:10]([C:15]([NH:17][CH2:18][C:19]#[N:20])=[O:16])[CH2:11][CH:12]([CH3:14])[CH3:13])=[CH:4][CH:3]=1.[CH3:31][S:32][C:33]1[CH:38]=[CH:37][C:36](B(O)O)=[CH:35][CH:34]=1.